Dataset: Catalyst prediction with 721,799 reactions and 888 catalyst types from USPTO. Task: Predict which catalyst facilitates the given reaction. (1) Reactant: [Br:1][C:2]1[CH:7]=[C:6]([N+:8]([O-:10])=[O:9])[CH:5]=[C:4]([CH3:11])[C:3]=1[OH:12].C(N(CC)CC)C.[F:20][C:21]([F:34])([F:33])[S:22](O[S:22]([C:21]([F:34])([F:33])[F:20])(=[O:24])=[O:23])(=[O:24])=[O:23].Cl. Product: [F:20][C:21]([F:34])([F:33])[S:22]([O:12][C:3]1[C:4]([CH3:11])=[CH:5][C:6]([N+:8]([O-:10])=[O:9])=[CH:7][C:2]=1[Br:1])(=[O:24])=[O:23]. The catalyst class is: 2. (2) Reactant: [CH3:1][C:2]1[C:7]([NH2:8])=[C:6]([CH3:9])[CH:5]=[C:4]([N:10]2[CH2:15][CH2:14][O:13][CH2:12][CH2:11]2)[N:3]=1.[CH:16]1([CH2:21][C:22](Cl)=[O:23])[CH2:20][CH2:19][CH2:18][CH2:17]1. Product: [CH:16]1([CH2:21][C:22]([NH:8][C:7]2[C:2]([CH3:1])=[N:3][C:4]([N:10]3[CH2:11][CH2:12][O:13][CH2:14][CH2:15]3)=[CH:5][C:6]=2[CH3:9])=[O:23])[CH2:20][CH2:19][CH2:18][CH2:17]1. The catalyst class is: 10. (3) Reactant: C(OC(=O)[NH:7][CH2:8][CH2:9][CH2:10][NH:11][C:12]([C:14]1[C:18]([CH3:19])=[C:17](/[CH:20]=[C:21]2\[C:22](=[O:31])[NH:23][C:24]3[C:29]\2=[CH:28][C:27]([F:30])=[CH:26][CH:25]=3)[NH:16][C:15]=1[CH3:32])=[O:13])(C)(C)C.Cl. Product: [NH2:7][CH2:8][CH2:9][CH2:10][NH:11][C:12]([C:14]1[C:18]([CH3:19])=[C:17](/[CH:20]=[C:21]2\[C:22](=[O:31])[NH:23][C:24]3[C:29]\2=[CH:28][C:27]([F:30])=[CH:26][CH:25]=3)[NH:16][C:15]=1[CH3:32])=[O:13]. The catalyst class is: 71.